From a dataset of Catalyst prediction with 721,799 reactions and 888 catalyst types from USPTO. Predict which catalyst facilitates the given reaction. (1) Reactant: Br[C:2]1[CH:7]=[CH:6][C:5]([Cl:8])=[CH:4][N:3]=1.C([Mg]Cl)(C)C.[Li+].[Cl-].CN([CH:19]=[O:20])C. Product: [Cl:8][C:5]1[CH:6]=[CH:7][C:2]([CH:19]=[O:20])=[N:3][CH:4]=1. The catalyst class is: 1. (2) Reactant: [CH3:1][NH:2][C:3]([C:5]1[CH:14]=[CH:13][C:12]2[C:7](=[CH:8][CH:9]=[CH:10][C:11]=2[NH2:15])[N:6]=1)=[O:4].[F:16][C:17]1[CH:18]=[CH:19][C:20]([O:35][CH3:36])=[C:21]([C:23]([CH3:34])([CH3:33])[CH2:24][C:25]([OH:32])([C:28]([F:31])([F:30])[F:29])[CH:26]=O)[CH:22]=1.C(O)(=O)C.CCCCCC.C(OCC)(=O)C. Product: [CH3:1][NH:2][C:3]([C:5]1[CH:14]=[CH:13][C:12]2[C:7](=[CH:8][CH:9]=[CH:10][C:11]=2[N:15]=[CH:26][C:25]([OH:32])([C:28]([F:29])([F:31])[F:30])[CH2:24][C:23]([C:21]2[CH:22]=[C:17]([F:16])[CH:18]=[CH:19][C:20]=2[O:35][CH3:36])([CH3:33])[CH3:34])[N:6]=1)=[O:4]. The catalyst class is: 11. (3) Reactant: [CH3:1][N:2]1[C:7](=[O:8])[CH:6]=[CH:5][C:4]([C:9]2[CH:19]=[CH:18][C:12]3[CH2:13][CH2:14][NH:15][CH2:16][CH2:17][C:11]=3[CH:10]=2)=[N:3]1.C(O)(=O)C.[C:24]1(=O)[CH2:27][CH2:26][CH2:25]1.C(O[BH-](OC(=O)C)OC(=O)C)(=O)C.[Na+]. Product: [CH:24]1([N:15]2[CH2:16][CH2:17][C:11]3[CH:10]=[C:9]([C:4]4[CH:5]=[CH:6][C:7](=[O:8])[N:2]([CH3:1])[N:3]=4)[CH:19]=[CH:18][C:12]=3[CH2:13][CH2:14]2)[CH2:27][CH2:26][CH2:25]1. The catalyst class is: 2.